From a dataset of Catalyst prediction with 721,799 reactions and 888 catalyst types from USPTO. Predict which catalyst facilitates the given reaction. (1) Product: [Cl:1][C:2]1[CH:7]=[C:6]([C:8]2[C:17]3[C:12](=[CH:13][C:14]([S:18]([NH:48][C:45]4[CH:46]=[CH:47][N:42]=[CH:43][N:44]=4)(=[O:20])=[O:19])=[CH:15][CH:16]=3)[CH:11]=[CH:10][N:9]=2)[C:5]([O:33][CH3:34])=[CH:4][C:3]=1[C:35]1[CH:40]=[CH:39][CH:38]=[C:37]([F:41])[CH:36]=1. The catalyst class is: 1. Reactant: [Cl:1][C:2]1[CH:7]=[C:6]([C:8]2[C:17]3[C:12](=[CH:13][C:14]([S:18](OC4C(F)=C(F)C(F)=C(F)C=4F)(=[O:20])=[O:19])=[CH:15][CH:16]=3)[CH:11]=[CH:10][N:9]=2)[C:5]([O:33][CH3:34])=[CH:4][C:3]=1[C:35]1[CH:40]=[CH:39][CH:38]=[C:37]([F:41])[CH:36]=1.[N:42]1[CH:47]=[CH:46][C:45]([NH2:48])=[N:44][CH:43]=1.C[Si]([N-][Si](C)(C)C)(C)C.[Li+]. (2) Reactant: [F:1][C:2]1[CH:3]=[C:4]([CH:15]=[CH:16][CH:17]=1)[O:5][C:6]1[CH:14]=[CH:13][C:9]([C:10]([OH:12])=O)=[CH:8][CH:7]=1.Cl.[Cl:19][C:20]1[CH:21]=[C:22]2[C:26](=[CH:27][CH:28]=1)[NH:25][CH:24]=[C:23]2[CH2:29][CH2:30][NH2:31].CN(C(ON1N=NC2C=CC=NC1=2)=[N+](C)C)C.F[P-](F)(F)(F)(F)F.C(N(CC)C(C)C)(C)C. Product: [Cl:19][C:20]1[CH:21]=[C:22]2[C:26](=[CH:27][CH:28]=1)[NH:25][CH:24]=[C:23]2[CH2:29][CH2:30][NH:31][C:10](=[O:12])[C:9]1[CH:8]=[CH:7][C:6]([O:5][C:4]2[CH:15]=[CH:16][CH:17]=[C:2]([F:1])[CH:3]=2)=[CH:14][CH:13]=1. The catalyst class is: 3. (3) Reactant: [C:1]([Si:5]([CH3:22])([CH3:21])[O:6][C@@H:7]1[CH2:12][C@@H:11]([O:13][Si:14]([C:17]([CH3:20])([CH3:19])[CH3:18])([CH3:16])[CH3:15])[CH2:10][NH:9][CH2:8]1)([CH3:4])([CH3:3])[CH3:2].C(N(CC)CC)C.Cl[C:31]([O:33][CH2:34][C:35]1[CH:40]=[CH:39][CH:38]=[CH:37][CH:36]=1)=[O:32]. Product: [CH2:34]([O:33][C:31]([N:9]1[CH2:10][C@H:11]([O:13][Si:14]([C:17]([CH3:20])([CH3:19])[CH3:18])([CH3:16])[CH3:15])[CH2:12][C@@H:7]([O:6][Si:5]([C:1]([CH3:4])([CH3:3])[CH3:2])([CH3:22])[CH3:21])[CH2:8]1)=[O:32])[C:35]1[CH:40]=[CH:39][CH:38]=[CH:37][CH:36]=1. The catalyst class is: 1. (4) Reactant: C([Li])(C)(C)C.Br[C:7]1[C:12]([CH3:13])=[CH:11][C:10]([C:14]2[CH:19]=[CH:18][CH:17]=[CH:16][CH:15]=2)=[CH:9][C:8]=1[CH3:20].C[O:22][B:23](OC)[O:24]C.Cl. Product: [CH3:11][CH2:12][CH2:7][CH:8]([CH3:20])[CH3:9].[CH3:13][C:12]1[C:7]([B:23]([OH:24])[OH:22])=[C:8]([CH3:20])[CH:9]=[C:10]([C:14]2[CH:19]=[CH:18][CH:17]=[CH:16][CH:15]=2)[CH:11]=1. The catalyst class is: 7. (5) Product: [CH3:15][C:10]1([CH3:16])[C:11](=[O:14])[CH2:12][CH2:13][NH:8][CH2:9]1. Reactant: C(OC([N:8]1[CH2:13][CH2:12][C:11](=[O:14])[C:10]([CH3:16])([CH3:15])[CH2:9]1)=O)(C)(C)C.FC(F)(F)C(O)=O. The catalyst class is: 2. (6) Reactant: [NH2:1][C:2]1[C:3]([CH3:30])=[C:4]([C:8]2[C:20]3[C:19]4[C:14](=[CH:15][C:16]([N:21]5[CH2:26][CH2:25][O:24][CH2:23][CH2:22]5)=[CH:17][CH:18]=4)[NH:13][C:12]=3[C:11]([C:27]([NH2:29])=[O:28])=[N:10][CH:9]=2)[CH:5]=[CH:6][CH:7]=1.[NH:31]1[C:36]2[CH:37]=[CH:38][CH:39]=[CH:40][C:35]=2[C:34](=O)[O:33][C:32]1=O.COC(OC)OC.O.O.O.O.O.O.[N+]([O-])([O-])=O.[La+3].[N+]([O-])([O-])=O.[N+]([O-])([O-])=O. Product: [CH3:30][C:3]1[C:2]([N:1]2[C:34](=[O:33])[C:35]3[C:36](=[CH:37][CH:38]=[CH:39][CH:40]=3)[N:31]=[CH:32]2)=[CH:7][CH:6]=[CH:5][C:4]=1[C:8]1[C:20]2[C:19]3[C:14](=[CH:15][C:16]([N:21]4[CH2:22][CH2:23][O:24][CH2:25][CH2:26]4)=[CH:17][CH:18]=3)[NH:13][C:12]=2[C:11]([C:27]([NH2:29])=[O:28])=[N:10][CH:9]=1. The catalyst class is: 1. (7) Reactant: [CH:1]([C:3]1[CH:4]=[C:5]2[C:9](=[CH:10][CH:11]=1)[N:8]([CH2:12][C:13]1[CH:20]=[CH:19][C:16]([C:17]#[N:18])=[CH:15][CH:14]=1)[CH:7]=[CH:6]2)=[O:2].C(=O)([O-])[O-:22].[K+].[K+].CS(C)=O.OO. Product: [CH:1]([C:3]1[CH:4]=[C:5]2[C:9](=[CH:10][CH:11]=1)[N:8]([CH2:12][C:13]1[CH:20]=[CH:19][C:16]([C:17]([NH2:18])=[O:22])=[CH:15][CH:14]=1)[CH:7]=[CH:6]2)=[O:2]. The catalyst class is: 6. (8) Reactant: [Cl:1][C:2]1[N:7]=[N:6][C:5]([NH2:8])=[CH:4][CH:3]=1.C(=O)(O)[O-].[Na+].[Br:14]Br. Product: [Br:14][C:4]1[CH:3]=[C:2]([Cl:1])[N:7]=[N:6][C:5]=1[NH2:8]. The catalyst class is: 8.